This data is from Forward reaction prediction with 1.9M reactions from USPTO patents (1976-2016). The task is: Predict the product of the given reaction. (1) Given the reactants [Cl:1][C:2]1[CH:3]=[C:4]([C:16]([OH:18])=O)[C:5]2[CH:6]=[N:7][N:8]([CH:11]3[CH2:15][CH2:14][CH2:13][CH2:12]3)[C:9]=2[CH:10]=1.[NH2:19][CH2:20][C:21]1[C:22](=[O:31])[NH:23][C:24]([CH3:30])=[CH:25][C:26]=1[CH2:27][CH2:28][CH3:29], predict the reaction product. The product is: [Cl:1][C:2]1[CH:3]=[C:4]([C:16]([NH:19][CH2:20][C:21]2[C:22](=[O:31])[NH:23][C:24]([CH3:30])=[CH:25][C:26]=2[CH2:27][CH2:28][CH3:29])=[O:18])[C:5]2[CH:6]=[N:7][N:8]([CH:11]3[CH2:12][CH2:13][CH2:14][CH2:15]3)[C:9]=2[CH:10]=1. (2) Given the reactants [C:1]([C:4]1[C:9]([C:10]2[CH:15]=[CH:14][CH:13]=[CH:12][CH:11]=2)=[N:8][N:7]([CH2:16][CH3:17])[C:6](=[O:18])[C:5]=1[N+:19]([O-])=O)(=[O:3])[CH3:2].N[C:23]1[CH:27]=[CH:26][O:25][N:24]=1, predict the reaction product. The product is: [C:1]([C:4]1[C:9]([C:10]2[CH:11]=[CH:12][CH:13]=[CH:14][CH:15]=2)=[N:8][N:7]([CH2:16][CH3:17])[C:6](=[O:18])[C:5]=1[NH:19][C:23]1[CH:27]=[CH:26][O:25][N:24]=1)(=[O:3])[CH3:2]. (3) Given the reactants C([O:8][N:9]1[C@@H:13]([CH:14]([CH3:16])[CH3:15])[CH2:12][C@@H:11]([N:17]([CH2:37][CH2:38][CH3:39])[S:18]([C:21]2[CH:26]=[CH:25][C:24]([C:27]3[CH:32]=[CH:31][C:30]([C:33]([F:36])([F:35])[F:34])=[CH:29][CH:28]=3)=[CH:23][CH:22]=2)(=[O:20])=[O:19])[C:10]1=[O:40])C1C=CC=CC=1, predict the reaction product. The product is: [OH:8][N:9]1[C@@H:13]([CH:14]([CH3:16])[CH3:15])[CH2:12][C@@H:11]([N:17]([CH2:37][CH2:38][CH3:39])[S:18]([C:21]2[CH:22]=[CH:23][C:24]([C:27]3[CH:32]=[CH:31][C:30]([C:33]([F:36])([F:34])[F:35])=[CH:29][CH:28]=3)=[CH:25][CH:26]=2)(=[O:20])=[O:19])[C:10]1=[O:40]. (4) Given the reactants [CH3:1][C:2]1[CH:7]=[CH:6][C:5]([NH:8][S:9]([CH3:12])(=[O:11])=[O:10])=[CH:4][C:3]=1[C:13]1[C:21]2[C:20]([NH:22][C@H:23]([C:25]3[N:30]([C:31]4[CH:36]=[CH:35][CH:34]=[CH:33][CH:32]=4)[C:29](=[O:37])[C:28]4=[C:38]([CH3:41])[CH:39]=[CH:40][N:27]4[N:26]=3)[CH3:24])=[N:19][CH:18]=[N:17][C:16]=2[N:15](COCC[Si](C)(C)C)[CH:14]=1.FC(F)(F)C(O)=O.N, predict the reaction product. The product is: [CH3:1][C:2]1[CH:7]=[CH:6][C:5]([NH:8][S:9]([CH3:12])(=[O:10])=[O:11])=[CH:4][C:3]=1[C:13]1[C:21]2[C:20]([NH:22][C@H:23]([C:25]3[N:30]([C:31]4[CH:36]=[CH:35][CH:34]=[CH:33][CH:32]=4)[C:29](=[O:37])[C:28]4=[C:38]([CH3:41])[CH:39]=[CH:40][N:27]4[N:26]=3)[CH3:24])=[N:19][CH:18]=[N:17][C:16]=2[NH:15][CH:14]=1. (5) The product is: [Cl:1][C:2]1[CH:3]=[C:4]([OH:12])[CH:5]=[C:6]([N+:8]([O-:10])=[O:9])[CH:7]=1. Given the reactants [Cl:1][C:2]1[CH:7]=[C:6]([N+:8]([O-:10])=[O:9])[CH:5]=[C:4](Cl)[CH:3]=1.[OH-:12].[K+].C(P(C(C)(C)C)C1(C(C)C)CC(C(C)C)=CC(C(C)C)=C1C1C=CC=CC=1)(C)(C)C.Cl, predict the reaction product. (6) Given the reactants C[O:2][C:3]1[CH:12]=[C:11]([CH3:13])[C:10]2[NH:9][C:8](=[O:14])[C:7]3[S:15][CH:16]=[CH:17][C:6]=3[C:5]=2[C:4]=1[C:18]1[CH:23]=[CH:22][C:21]([C:24]2([CH2:28][NH:29]C(=O)OC(C)(C)C)[CH2:27][CH2:26][CH2:25]2)=[CH:20][CH:19]=1.BrB(Br)Br.C(Cl)[Cl:42], predict the reaction product. The product is: [ClH:42].[NH2:29][CH2:28][C:24]1([C:21]2[CH:20]=[CH:19][C:18]([C:4]3[C:5]4[C:6]5[CH:17]=[CH:16][S:15][C:7]=5[C:8](=[O:14])[NH:9][C:10]=4[C:11]([CH3:13])=[CH:12][C:3]=3[OH:2])=[CH:23][CH:22]=2)[CH2:25][CH2:26][CH2:27]1.